From a dataset of Full USPTO retrosynthesis dataset with 1.9M reactions from patents (1976-2016). Predict the reactants needed to synthesize the given product. The reactants are: [CH3:1][C:2]1[CH:10]=[CH:9][C:8]([CH2:11][NH:12][C:13]([C:15]2([CH3:21])[CH2:20][CH2:19][CH2:18][CH2:17][CH2:16]2)=[O:14])=[CH:7][C:3]=1[C:4](Cl)=[O:5].[NH2:22][C:23]1[CH:24]=[CH:25][C:26]([Cl:33])=[C:27]([CH:32]=1)[C:28]([O:30][CH3:31])=[O:29]. Given the product [Cl:33][C:26]1[CH:25]=[CH:24][C:23]([NH:22][C:4](=[O:5])[C:3]2[CH:7]=[C:8]([CH2:11][NH:12][C:13]([C:15]3([CH3:21])[CH2:20][CH2:19][CH2:18][CH2:17][CH2:16]3)=[O:14])[CH:9]=[CH:10][C:2]=2[CH3:1])=[CH:32][C:27]=1[C:28]([O:30][CH3:31])=[O:29], predict the reactants needed to synthesize it.